This data is from Reaction yield outcomes from USPTO patents with 853,638 reactions. The task is: Predict the reaction yield, written as a fraction of the theoretical maximum amount of product (1.0 means a 100% yield; for example, 0.34 means a 34% yield). (1) The catalyst is ClCCl.CN(C)C1C=CN=CC=1. The yield is 0.260. The product is [CH3:26][CH:24]([C:27]1[CH:32]=[C:31]([CH:33]([CH3:34])[CH3:35])[CH:30]=[C:29]([CH:36]([CH3:38])[CH3:37])[C:28]=1[S:39]([O:23][CH2:22][C:19]1([OH:21])[CH2:18][N:17]([C:15]([C:11]2[C:10]([NH:9][C:3]3[CH:4]=[CH:5][C:6]([I:8])=[CH:7][C:2]=3[F:1])=[CH:14][S:13][CH:12]=2)=[O:16])[CH2:20]1)(=[O:40])=[O:41])[CH3:25]. The reactants are [F:1][C:2]1[CH:7]=[C:6]([I:8])[CH:5]=[CH:4][C:3]=1[NH:9][C:10]1[C:11]([C:15]([N:17]2[CH2:20][C:19]([CH2:22][OH:23])([OH:21])[CH2:18]2)=[O:16])=[CH:12][S:13][CH:14]=1.[CH:24]([C:27]1[CH:32]=[C:31]([CH:33]([CH3:35])[CH3:34])[CH:30]=[C:29]([CH:36]([CH3:38])[CH3:37])[C:28]=1[S:39](Cl)(=[O:41])=[O:40])([CH3:26])[CH3:25]. (2) The reactants are [OH:1][CH2:2][CH2:3][NH:4][C:5](=[O:11])[O:6][C:7]([CH3:10])([CH3:9])[CH3:8].O[N:13]1[C:17](=[O:18])[C:16]2=[CH:19][CH:20]=[CH:21][CH:22]=[C:15]2[C:14]1=[O:23]. No catalyst specified. The product is [O:23]=[C:14]1[C:15]2[C:16](=[CH:19][CH:20]=[CH:21][CH:22]=2)[C:17](=[O:18])[N:13]1[O:1][CH2:2][CH2:3][NH:4][C:5](=[O:11])[O:6][C:7]([CH3:8])([CH3:10])[CH3:9]. The yield is 1.00. (3) The reactants are [OH-].[Na+].[O:3]1[C:7]2=[CH:8][C:9]3[CH2:10][CH2:11][CH2:12][N:13]([C:16]4[C:17]([C:30]5[CH:35]=[CH:34][C:33]([F:36])=[CH:32][CH:31]=5)=[N:18][C:19]5[C:24]([N:25]=4)=[CH:23][C:22]([C:26]([O:28]C)=[O:27])=[CH:21][CH:20]=5)[C:14]=3[CH:15]=[C:6]2[O:5][CH2:4]1. The catalyst is CO.O. The product is [O:3]1[C:7]2=[CH:8][C:9]3[CH2:10][CH2:11][CH2:12][N:13]([C:16]4[C:17]([C:30]5[CH:31]=[CH:32][C:33]([F:36])=[CH:34][CH:35]=5)=[N:18][C:19]5[C:24]([N:25]=4)=[CH:23][C:22]([C:26]([OH:28])=[O:27])=[CH:21][CH:20]=5)[C:14]=3[CH:15]=[C:6]2[O:5][CH2:4]1. The yield is 0.720.